Dataset: Reaction yield outcomes from USPTO patents with 853,638 reactions. Task: Predict the reaction yield, written as a fraction of the theoretical maximum amount of product (1.0 means a 100% yield; for example, 0.34 means a 34% yield). (1) The reactants are [CH3:1][O:2][CH2:3][CH2:4][CH2:5][O:6][C:7]1[CH:12]=[CH:11][CH:10]=[C:9]([N+:13]([O-])=O)[CH:8]=1.O.O.[Sn](Cl)(Cl)(Cl)Cl.C(N(CC)CC)C. The catalyst is C(OCC)(=O)C. The product is [CH3:1][O:2][CH2:3][CH2:4][CH2:5][O:6][C:7]1[CH:8]=[C:9]([CH:10]=[CH:11][CH:12]=1)[NH2:13]. The yield is 0.930. (2) The reactants are [Cl:1][C:2]1[CH:3]=[C:4]([CH:8]=[C:9](Cl)[N:10]=1)[C:5]([OH:7])=[O:6].[CH3:12][NH:13][CH3:14].O1CCCC1. No catalyst specified. The product is [Cl:1][C:2]1[CH:3]=[C:4]([CH:8]=[C:9]([N:13]([CH3:14])[CH3:12])[N:10]=1)[C:5]([OH:7])=[O:6]. The yield is 0.440. (3) The product is [OH:43][C@H:42]([CH2:41][OH:40])[CH2:44][CH2:45][NH:46][C:35]([CH:16]1[CH:15]([C:11]2[CH:12]=[CH:13][CH:14]=[C:9]([Br:8])[CH:10]=2)[C:19]([C:22]2[CH:27]=[CH:26][C:25]([Cl:28])=[CH:24][C:23]=2[F:29])([C:20]#[N:21])[CH:18]([CH2:30][C:31]([CH3:33])([CH3:34])[CH3:32])[NH:17]1)=[O:36]. The catalyst is C(Cl)Cl.O1CCCC1. The yield is 0.550. The reactants are FC(F)(F)C(O)=O.[Br:8][C:9]1[CH:10]=[C:11]([CH:15]2[C:19]([C:22]3[CH:27]=[CH:26][C:25]([Cl:28])=[CH:24][C:23]=3[F:29])([C:20]#[N:21])[CH:18]([CH2:30][C:31]([CH3:34])([CH3:33])[CH3:32])[NH:17][CH:16]2[C:35](O)=[O:36])[CH:12]=[CH:13][CH:14]=1.CC1(C)[O:43][C@@H:42]([CH2:44][CH2:45][NH2:46])[CH2:41][O:40]1.CN(C(ON1N=NC2C=CC=NC1=2)=[N+](C)C)C.F[P-](F)(F)(F)(F)F.CCN(C(C)C)C(C)C.Cl. (4) The reactants are [CH3:1][C@@H:2]1[CH2:6][CH2:5][C:4](=C(C)C)[CH:3]1[C:10]([O:12][CH2:13][CH3:14])=[O:11].C(=O)=[O:16].C(O)(C)C. The catalyst is C(OCC)(=O)C. The product is [CH3:1][C@@H:2]1[CH2:6][CH2:5][C:4](=[O:16])[CH:3]1[C:10]([O:12][CH2:13][CH3:14])=[O:11]. The yield is 0.960. (5) The reactants are [C:1]([C:3]([C:15]#[N:16])=[CH:4][C:5]1[CH:6]=[CH:7][C:8]([OH:14])=[C:9]([CH:13]=1)[C:10]([OH:12])=O)#[N:2].[F:17][C:18]([F:31])([F:30])[C:19]1[CH:20]=[C:21]([CH:23]=[C:24]([C:26]([F:29])([F:28])[F:27])[CH:25]=1)[NH2:22]. No catalyst specified. The product is [F:17][C:18]([F:30])([F:31])[C:19]1[CH:20]=[C:21]([NH:22][C:10](=[O:12])[C:9]2[CH:13]=[C:5]([CH:4]=[C:3]([C:1]#[N:2])[C:15]#[N:16])[CH:6]=[CH:7][C:8]=2[OH:14])[CH:23]=[C:24]([C:26]([F:27])([F:29])[F:28])[CH:25]=1. The yield is 0.0910. (6) The reactants are [C:1]1([C@@H:7]2[C@H:12]3[C@H:10]([CH2:11]3)[C@H:9]([NH2:13])[CH2:8]2)[CH:6]=[CH:5][CH:4]=[CH:3][CH:2]=1.CCN(C(C)C)C(C)C.O=C1CCC(=O)N1[O:30][C:31]([NH:33][C:34]1[CH:42]=[CH:41][CH:40]=[C:39]2[C:35]=1[CH:36]=[N:37][N:38]2C(OC)=O)=O.[OH-].[Na+]. The catalyst is CCOC(C)=O.CO.CN(C=O)C. The product is [NH:38]1[C:39]2[C:35](=[C:34]([NH:33][C:31]([NH:13][C@@H:9]3[CH2:8][C@H:7]([C:1]4[CH:2]=[CH:3][CH:4]=[CH:5][CH:6]=4)[C@H:12]4[C@@H:10]3[CH2:11]4)=[O:30])[CH:42]=[CH:41][CH:40]=2)[CH:36]=[N:37]1. The yield is 0.717. (7) The reactants are P(Cl)(Cl)(Cl)=O.C[C:7]1([CH3:23])C(C)(C)OB(C2C=C3C(=CC=2)NC=C3)[O:8]1.CC1(C)C(C)(C)OB([C:32]2[CH:33]=[C:34]3[C:38](=[CH:39][CH:40]=2)[NH:37][CH:36]=[C:35]3[CH:41]=[O:42])[O:26]1.Br[C:45]1[CH:46]=[C:47]([NH:54][C:55]2[CH:60]=[CH:59][N:58]=[C:57]([NH2:61])[N:56]=2)[CH:48]=[C:49]2[C:53]=1[NH:52][N:51]=[CH:50]2.C([O-])([O-])=[O:63].[Na+].[Na+]. The catalyst is CN(C=O)C.COCCOC.O.CS(C)=O.C1C=CC([P]([Pd]([P](C2C=CC=CC=2)(C2C=CC=CC=2)C2C=CC=CC=2)([P](C2C=CC=CC=2)(C2C=CC=CC=2)C2C=CC=CC=2)[P](C2C=CC=CC=2)(C2C=CC=CC=2)C2C=CC=CC=2)(C2C=CC=CC=2)C2C=CC=CC=2)=CC=1. The product is [C:7]([OH:26])(=[O:8])[CH3:23].[C:41]([OH:42])(=[O:63])[CH3:35].[NH2:61][C:57]1[N:56]=[C:55]([NH:54][C:47]2[CH:48]=[C:49]3[C:53](=[C:45]([C:32]4[CH:33]=[C:34]5[C:38](=[CH:39][CH:40]=4)[NH:37][CH:36]=[C:35]5[CH:41]=[O:42])[CH:46]=2)[NH:52][N:51]=[CH:50]3)[CH:60]=[CH:59][N:58]=1. The yield is 0.0600. (8) The reactants are Cl[C:2]1[C:11]2[C:6](=[CH:7][CH:8]=[CH:9][C:10]=2[O:12][CH:13]2[CH2:18][CH2:17][N:16]([CH3:19])[CH2:15][CH2:14]2)[N:5]=[CH:4][N:3]=1.[Cl:20][C:21]1[CH:22]=[C:23]([CH:25]=[CH:26][C:27]=1[OH:28])[NH2:24]. No catalyst specified. The product is [Cl:20][C:21]1[CH:22]=[C:23]([CH:25]=[CH:26][C:27]=1[OH:28])[NH:24][C:2]1[C:11]2[C:6](=[CH:7][CH:8]=[CH:9][C:10]=2[O:12][CH:13]2[CH2:18][CH2:17][N:16]([CH3:19])[CH2:15][CH2:14]2)[N:5]=[CH:4][N:3]=1. The yield is 0.600. (9) The reactants are [C:1]1(C)C=CC(S(O)(=O)=O)=CC=1.Cl[C:13]1[CH:14]=[N:15][CH:16]=[C:17](Cl)[C:18]=1[CH2:19][CH:20]([C:22]1[C:27]2[CH2:28][C:29](C)(C)[O:30][C:26]=2[C:25]([O:33][CH3:34])=[CH:24][CH:23]=1)O. The catalyst is CO. The product is [CH3:34][O:33][C:25]1[C:26]2[O:30][CH2:29][CH:28]([CH3:1])[C:27]=2[C:22]([CH2:20][CH2:19][C:18]2[CH:13]=[CH:14][N:15]=[CH:16][CH:17]=2)=[CH:23][CH:24]=1. The yield is 0.482. (10) The reactants are [N:1]1([C:10]([O:12][CH2:13][C:14]2[CH:19]=[CH:18][CH:17]=[CH:16][CH:15]=2)=[O:11])[CH2:9][C@H:7]([OH:8])[CH2:6][C@H:2]1[C:3]([OH:5])=[O:4].C1CCN2C(=NCCC2)CC1.[Si:31](Cl)([C:34]([CH3:37])([CH3:36])[CH3:35])([CH3:33])[CH3:32]. The catalyst is CN(C=O)C. The product is [CH2:13]([O:12][C:10]([N:1]1[CH2:9][CH:7]([O:8][Si:31]([C:34]([CH3:37])([CH3:36])[CH3:35])([CH3:33])[CH3:32])[CH2:6][CH:2]1[C:3]([OH:5])=[O:4])=[O:11])[C:14]1[CH:19]=[CH:18][CH:17]=[CH:16][CH:15]=1. The yield is 0.960.